From a dataset of Reaction yield outcomes from USPTO patents with 853,638 reactions. Predict the reaction yield, written as a fraction of the theoretical maximum amount of product (1.0 means a 100% yield; for example, 0.34 means a 34% yield). The reactants are [NH2:1][CH2:2][CH2:3][CH:4]1[C:8](=[O:9])[C:7]([C:10]2[C:15]([CH3:16])=[CH:14][C:13]([CH3:17])=[CH:12][C:11]=2[CH3:18])=[C:6]([O:19][CH3:20])[CH2:5]1.CCN(CC)CC.[C:28](Cl)(=[O:35])[C:29]1[CH:34]=[CH:33][CH:32]=[CH:31][CH:30]=1. The catalyst is ClCCl. The product is [CH3:20][O:19][C:6]1[CH2:5][CH:4]([CH2:3][CH2:2][NH:1][C:28](=[O:35])[C:29]2[CH:34]=[CH:33][CH:32]=[CH:31][CH:30]=2)[C:8](=[O:9])[C:7]=1[C:10]1[C:15]([CH3:16])=[CH:14][C:13]([CH3:17])=[CH:12][C:11]=1[CH3:18]. The yield is 0.690.